Dataset: Forward reaction prediction with 1.9M reactions from USPTO patents (1976-2016). Task: Predict the product of the given reaction. (1) Given the reactants [CH3:1][Si:2]([CH3:39])([CH3:38])[CH2:3][CH2:4][O:5][CH2:6][N:7]([CH2:30][O:31][CH2:32][CH2:33][Si:34]([CH3:37])([CH3:36])[CH3:35])[C:8]1[N:13]2[N:14]=[CH:15][C:16]([C:17]3[CH:18]=[N:19][C:20]4[C:25]([CH:26]=3)=[CH:24][C:23]([F:27])=[CH:22][CH:21]=4)=[C:12]2[N:11]=[C:10]([CH:28]=[O:29])[CH:9]=1.[CH2:40]1COCC1.C[Mg]Br.CCOCC, predict the reaction product. The product is: [CH3:1][Si:2]([CH3:39])([CH3:38])[CH2:3][CH2:4][O:5][CH2:6][N:7]([CH2:30][O:31][CH2:32][CH2:33][Si:34]([CH3:37])([CH3:36])[CH3:35])[C:8]1[N:13]2[N:14]=[CH:15][C:16]([C:17]3[CH:18]=[N:19][C:20]4[C:25]([CH:26]=3)=[CH:24][C:23]([F:27])=[CH:22][CH:21]=4)=[C:12]2[N:11]=[C:10]([CH:28]([OH:29])[CH3:40])[CH:9]=1. (2) The product is: [CH:1]1[C:13]2[CH:12]([CH2:14][O:15][C:16]([NH:18][C@:19]34[CH2:55][CH2:54][C@@H:53]([CH:56]([CH3:59])[C:57]([OH:61])=[O:58])[C@@H:20]3[C@@H:21]3[C@@:34]([CH3:37])([CH2:35][CH2:36]4)[C@@:33]4([CH3:38])[C@@H:24]([C@:25]5([CH3:52])[C@@H:30]([CH2:31][CH2:32]4)[C:29]([CH3:40])([CH3:39])[C:28]([C:41]4[CH:50]=[CH:49][C:44]([C:45]([O:47][CH3:48])=[O:46])=[C:43]([F:51])[CH:42]=4)=[CH:27][CH2:26]5)[CH2:23][CH2:22]3)=[O:17])[C:11]3[C:6](=[CH:7][CH:8]=[CH:9][CH:10]=3)[C:5]=2[CH:4]=[CH:3][CH:2]=1. Given the reactants [CH:1]1[C:13]2[CH:12]([CH2:14][O:15][C:16]([NH:18][C@:19]34[CH2:55][CH2:54][C@@H:53]([CH:56]([CH3:59])[CH:57]=[O:58])[C@@H:20]3[C@@H:21]3[C@@:34]([CH3:37])([CH2:35][CH2:36]4)[C@@:33]4([CH3:38])[C@@H:24]([C@:25]5([CH3:52])[C@@H:30]([CH2:31][CH2:32]4)[C:29]([CH3:40])([CH3:39])[C:28]([C:41]4[CH:50]=[CH:49][C:44]([C:45]([O:47][CH3:48])=[O:46])=[C:43]([F:51])[CH:42]=4)=[CH:27][CH2:26]5)[CH2:23][CH2:22]3)=[O:17])[C:11]3[C:6](=[CH:7][CH:8]=[CH:9][CH:10]=3)[C:5]=2[CH:4]=[CH:3][CH:2]=1.P([O-])(O)(O)=[O:61].[Na+].Cl([O-])=O.[Na+], predict the reaction product. (3) The product is: [CH3:1][O:2][C:3]1[CH:8]=[CH:7][C:6]([C:9]2[S:13][C:12]([CH:14]([C:17]3[CH:22]=[CH:21][CH:20]=[CH:19][CH:18]=3)[OH:15])=[CH:11][CH:10]=2)=[CH:5][CH:4]=1. Given the reactants [CH3:1][O:2][C:3]1[CH:8]=[CH:7][C:6]([C:9]2[S:13][C:12]([CH:14]=[O:15])=[CH:11][CH:10]=2)=[CH:5][CH:4]=1.C(Br)[C:17]1[CH:22]=[CH:21][CH:20]=[CH:19][CH:18]=1, predict the reaction product.